From a dataset of Retrosynthesis with 50K atom-mapped reactions and 10 reaction types from USPTO. Predict the reactants needed to synthesize the given product. (1) Given the product CC(=O)N(Cc1ccccc1)c1ncc(-c2cc(Cl)ccc2O)cn1, predict the reactants needed to synthesize it. The reactants are: CC(=O)N(Cc1ccccc1)c1ncc(Br)cn1.OB(O)c1cc(Cl)ccc1O. (2) Given the product OCCCCC1COC(C(Cl)CCl)O1, predict the reactants needed to synthesize it. The reactants are: C=CC1OCC(CCCCO)O1.ClCl. (3) Given the product Nc1ccc(C(=O)c2nccs2)cc1N, predict the reactants needed to synthesize it. The reactants are: Nc1ccc(C(=O)c2nccs2)cc1[N+](=O)[O-]. (4) Given the product C=Cc1ccc(-c2ccccc2)cc1, predict the reactants needed to synthesize it. The reactants are: Brc1ccccc1.C=Cc1ccc([Mg+])cc1.